Dataset: Human Reference Interactome with 51,813 positive PPI pairs across 8,248 proteins, plus equal number of experimentally-validated negative pairs. Task: Binary Classification. Given two protein amino acid sequences, predict whether they physically interact or not. (1) Protein 1 (ENSG00000025434) has sequence MSLWLGAPVPDIPPESSPESFLVVLASRPDHLSPGSSAWPLQAPAQSSPVWICC*MPHSAGGTAGVGLEAAEPTALLTRAEPPSEPTEIRPQKRKKGPAPKMLGNELCSVCGDKASGFHYNVLSCEGCKGFFRRSVIKGAHYICHSGGHCPMDTYMRRKCQECRLRKCRQAGMREECVLSEEQIRLKKLKRQEEEQAHATSLPPRASSPPQILPQLSPEQLGMIEKLVAAQQQCNRRSFSDRLRVTPWPMAPDPHSREARQQRFAHFTELAIVSVQEIVDFAKQLPGFLQLSREDQIALL.... Protein 2 (ENSG00000204231) has sequence MSWAARPPFLPQRHAAGQCGPVGVRKEMHCGVASRWRRRRPWLDPAAAAAAAVAGGEQQTPEPEPGEAGRDGMGDSGRDSRSPDSSSPNPLPQGVPPPSPPGPPLPPSTAPSLGGSGAPPPPPMPPPPLGSPFPVISSSMGSPGLPPPAPPGFSGPVSSPQINSTVSLPGGGSGPPEDVKPPVLGVRGLHCPPPPGGPGAGKRLCAICGDRSSGKHYGVYSCEGCKGFFKRTIRKDLTYSCRDNKDCTVDKRQRNRCQYCRYQKCLATGMKREAVQEERQRGKDKDGDGEGAGGAPEEMP.... Result: 1 (the proteins interact). (2) Protein 1 (ENSG00000016082) has sequence MGDMGDPPKKKRLISLCVGCGNQIHDQYILRVSPDLEWHAACLKCAECNQYLDESCTCFVRDGKTYCKRDYIRLYGIKCAKCSIGFSKNDFVMRARSKVYHIECFRCVACSRQLIPGDEFALREDGLFCRADHDVVERASLGAGDPLSPLHPARPLQMAAEPISARQPALRPHVHKQPEKTTRVRTVLNEKQLHTLRTCYAANPRPDALMKEQLVEMTGLSPRVIRVWFQNKRCKDKKRSIMMKQLQQQQPNDKTNIQGMTGTPMVAASPERHDGGLQANPVEVQSYQPPWKVLSDFALQ.... Protein 2 (ENSG00000119574) has sequence MAAAEAVHHIHLQNFSRSLLETLNGQRLGGHFCDVTVRIREASLRAHRCVLAAGSPFFQDKLLLGHSEIRVPPVVPAQTVRQLVEFLYSGSLVVAQGEALQVLTAASVLRIQTVIDECTQIIARARAPGTSAPTPLPTPVPPPLAPAQLRHRLRHLLAARPPGHPGAAHSRKQRQPARLQLPAPPTPAKAEGPDADPSLSAAPDDRGDEDDEESDDETDGEDGEGGGPGEGQAPPSFPDCAAGFLTAAADSACEEPPAPTGLADYSGAGRDFLRGAGSAEDVFPDSYVSTWHDEDGAVPE.... Result: 0 (the proteins do not interact).